The task is: Binary Classification. Given a miRNA mature sequence and a target amino acid sequence, predict their likelihood of interaction.. This data is from Experimentally validated miRNA-target interactions with 360,000+ pairs, plus equal number of negative samples. The miRNA is hsa-miR-335-5p with sequence UCAAGAGCAAUAACGAAAAAUGU. The protein sequence of the target gene is MGTGDFICISMTGGAPWGFRLQGGKEQKQPLQVAKIRNQSKASGSGLCEGDEVVSINGNPCADLTYPEVIKLMESITDSLQMLIKRPSSGISEALISENENKNLEHLTHGGYVESTTLQIRPATKTQCTEFFLAPVKTEVPLAENQRSGPDCAGSLKEETGPSYQRAPQMPDSQRGRVAEELILREKVEAVQPGPVVELQLSLSQERHKGASGPLVALPGAEKSKSPDPDPNLSHDRIVHINSIPTNEKADPFLRSSKIIQISSGRELRVIQESEAGDAGLPRVEVILDCSDRQKTEGCR.... Result: 1 (interaction).